From a dataset of Full USPTO retrosynthesis dataset with 1.9M reactions from patents (1976-2016). Predict the reactants needed to synthesize the given product. (1) Given the product [Cl:21][C:22]1[CH:23]=[C:24]([NH:25][C:17]([C:3]2[N:2]([CH3:1])[CH:6]=[C:5]([S:7](=[O:15])(=[O:16])[NH:8][C@H:9]([CH3:14])[C:10]([F:11])([F:12])[F:13])[CH:4]=2)=[O:19])[CH:26]=[CH:27][C:28]=1[F:29], predict the reactants needed to synthesize it. The reactants are: [CH3:1][N:2]1[CH:6]=[C:5]([S:7](=[O:16])(=[O:15])[NH:8][C@H:9]([CH3:14])[C:10]([F:13])([F:12])[F:11])[CH:4]=[C:3]1[C:17]([O:19]C)=O.[Cl:21][C:22]1[CH:23]=[C:24]([CH:26]=[CH:27][C:28]=1[F:29])[NH2:25].[Li+].C[Si]([N-][Si](C)(C)C)(C)C.[Cl-].[NH4+]. (2) Given the product [Br:1][C:2]1[CH:3]=[C:4]([CH:8]=[C:9]([S:12]([N:25]2[CH2:30][CH2:29][O:28][CH2:27][CH2:26]2)(=[O:14])=[O:13])[C:10]=1[F:11])[C:5]([OH:7])=[O:6], predict the reactants needed to synthesize it. The reactants are: [Br:1][C:2]1[CH:3]=[C:4]([CH:8]=[C:9]([S:12](Cl)(=[O:14])=[O:13])[C:10]=1[F:11])[C:5]([OH:7])=[O:6].CCN(C(C)C)C(C)C.[NH:25]1[CH2:30][CH2:29][O:28][CH2:27][CH2:26]1. (3) Given the product [C:1]([O:5][C:6](=[O:7])[NH:8][C@H:9]([CH2:10][S:37][C:34]1[NH:35][CH:36]=[N:32][N:33]=1)[CH2:22][CH:23]([CH3:24])[CH3:25])([CH3:2])([CH3:3])[CH3:4], predict the reactants needed to synthesize it. The reactants are: [C:1]([O:5][C:6]([NH:8][C@@H:9]([CH2:22][CH:23]([CH3:25])[CH3:24])[CH2:10]OS(C1C=CC(C)=CC=1)(=O)=O)=[O:7])([CH3:4])([CH3:3])[CH3:2].C(=O)([O-])[O-].[K+].[K+].[N:32]1[N:33]=[C:34]([SH:37])[NH:35][CH:36]=1.Cl. (4) Given the product [Cl:1][C:2]1[N:6]([CH2:14][C:15]([O:17][CH2:18][CH3:19])=[O:16])[C:5]2[CH:7]=[CH:8][CH:9]=[CH:10][C:4]=2[N:3]=1, predict the reactants needed to synthesize it. The reactants are: [Cl:1][C:2]1[NH:6][C:5]2[CH:7]=[CH:8][CH:9]=[CH:10][C:4]=2[N:3]=1.[H-].[Na+].Br[CH2:14][C:15]([O:17][CH2:18][CH3:19])=[O:16]. (5) Given the product [CH3:26][O:27][C:28](=[O:39])[CH2:29][O:30][C:31]1[CH:36]=[CH:35][C:34]([F:37])=[C:33]2[C:32]=1[C:4](=[O:3])[C:5]([CH2:10][C:11]1[CH:16]=[CH:15][C:14]([C:17]([N:19]3[CH2:23][CH2:22][CH2:21][CH2:20]3)=[O:18])=[CH:13][C:12]=1[Cl:24])=[C:6]([CH2:7][CH3:8])[NH:38]2, predict the reactants needed to synthesize it. The reactants are: C([O:3][C:4](=O)[CH:5]([CH2:10][C:11]1[CH:16]=[CH:15][C:14]([C:17]([N:19]2[CH2:23][CH2:22][CH2:21][CH2:20]2)=[O:18])=[CH:13][C:12]=1[Cl:24])[C:6](=O)[CH2:7][CH3:8])C.[CH3:26][O:27][C:28](=[O:39])[CH2:29][O:30][C:31]1[CH:36]=[CH:35][C:34]([F:37])=[C:33]([NH2:38])[CH:32]=1. (6) Given the product [Br:8][C:3]1[CH:4]=[CH:5][C:6]([C:17]([CH2:16][CH3:15])([CH2:18][CH3:19])[CH2:22][OH:25])=[CH:7][CH:2]=1, predict the reactants needed to synthesize it. The reactants are: Br[C:2]1[CH:7]=[CH:6][CH:5]=[CH:4][C:3]=1[Br:8].C([Li])CCC.C[CH2:15][CH2:16][CH2:17][CH2:18][CH3:19].CC[C:22](=[O:25])CC.[Cl-].[NH4+].